This data is from Peptide-MHC class I binding affinity with 185,985 pairs from IEDB/IMGT. The task is: Regression. Given a peptide amino acid sequence and an MHC pseudo amino acid sequence, predict their binding affinity value. This is MHC class I binding data. (1) The MHC is HLA-A68:01 with pseudo-sequence HLA-A68:01. The binding affinity (normalized) is 0.884. The peptide sequence is HLFGYSWYK. (2) The peptide sequence is TTAEFTVPK. The MHC is HLA-A31:01 with pseudo-sequence HLA-A31:01. The binding affinity (normalized) is 0.378. (3) The peptide sequence is KRSRQSGDL. The MHC is Mamu-B08 with pseudo-sequence Mamu-B08. The binding affinity (normalized) is 0.425.